Dataset: Reaction yield outcomes from USPTO patents with 853,638 reactions. Task: Predict the reaction yield, written as a fraction of the theoretical maximum amount of product (1.0 means a 100% yield; for example, 0.34 means a 34% yield). (1) The reactants are [N+:1]([C:4]1[CH:12]=[CH:11][CH:10]=[C:9]2[C:5]=1[C:6](=[O:37])[N:7]([C:14]1([CH2:22][CH2:23][CH2:24][CH2:25][NH:26][C:27](=[O:36])[O:28][CH2:29][C:30]3[CH:35]=[CH:34][CH:33]=[CH:32][CH:31]=3)[CH2:19][CH2:18][C:17](=[O:20])[NH:16][C:15]1=[O:21])[C:8]2=[O:13])([O-])=O.[H][H]. The catalyst is C(O)C.[Ni]. The product is [NH2:1][C:4]1[CH:12]=[CH:11][CH:10]=[C:9]2[C:5]=1[C:6](=[O:37])[N:7]([C:14]1([CH2:22][CH2:23][CH2:24][CH2:25][NH:26][C:27](=[O:36])[O:28][CH2:29][C:30]3[CH:35]=[CH:34][CH:33]=[CH:32][CH:31]=3)[CH2:19][CH2:18][C:17](=[O:20])[NH:16][C:15]1=[O:21])[C:8]2=[O:13]. The yield is 0.490. (2) The reactants are Br[CH2:2][C:3]([C:5]1[C:10]([CH3:11])=[CH:9][C:8]([O:12][CH2:13][CH:14]2[CH2:16][CH2:15]2)=[CH:7][C:6]=1[CH3:17])=O.[NH2:18][C:19]([NH2:21])=[S:20]. The catalyst is CCO. The product is [CH:14]1([CH2:13][O:12][C:8]2[CH:9]=[C:10]([CH3:11])[C:5]([C:3]3[N:18]=[C:19]([NH2:21])[S:20][CH:2]=3)=[C:6]([CH3:17])[CH:7]=2)[CH2:16][CH2:15]1. The yield is 0.610. (3) The reactants are [CH3:1][O:2][C:3]1[CH:4]=[C:5]([CH2:20][C:21]([OH:23])=O)[CH:6]=[CH:7][C:8]=1[NH:9][C:10]([NH:12][C:13]1[CH:18]=[CH:17][CH:16]=[CH:15][C:14]=1[CH3:19])=[O:11].[CH3:24][NH:25][CH2:26][CH2:27][CH2:28][C:29]1[CH:39]=[CH:38][C:32]([C:33]([O:35][CH2:36][CH3:37])=[O:34])=[CH:31][CH:30]=1.CCN=C=NCCCN(C)C.Cl.C1C=CC2N(O)N=NC=2C=1. The catalyst is CN(C1C=CN=CC=1)C.CN(C=O)C.CCOC(C)=O. The product is [CH3:1][O:2][C:3]1[CH:4]=[C:5]([CH2:20][C:21]([N:25]([CH2:26][CH2:27][CH2:28][C:29]2[CH:30]=[CH:31][C:32]([C:33]([O:35][CH2:36][CH3:37])=[O:34])=[CH:38][CH:39]=2)[CH3:24])=[O:23])[CH:6]=[CH:7][C:8]=1[NH:9][C:10]([NH:12][C:13]1[CH:18]=[CH:17][CH:16]=[CH:15][C:14]=1[CH3:19])=[O:11]. The yield is 0.710. (4) The reactants are [CH3:1][O:2][C:3]([C:5]1[CH:13]=[C:12]2[C:8]([CH:9]=[N:10][NH:11]2)=[C:7]([I:14])[CH:6]=1)=[O:4].C([O-])([O-])=O.[Cs+].[Cs+].I[CH:22]([CH3:24])[CH3:23]. The catalyst is CN(C=O)C. The product is [CH3:1][O:2][C:3]([C:5]1[CH:13]=[C:12]2[C:8]([CH:9]=[N:10][N:11]2[CH:22]([CH3:24])[CH3:23])=[C:7]([I:14])[CH:6]=1)=[O:4].[CH3:1][O:2][C:3]([C:5]1[CH:6]=[C:7]([I:14])[C:8]2[C:12]([CH:13]=1)=[N:11][N:10]([CH:22]([CH3:24])[CH3:23])[CH:9]=2)=[O:4]. The yield is 0.500. (5) The reactants are N1CCCCC1.C1C2C(COC([NH:24][C@@H:25]([CH2:29][CH2:30][CH2:31][CH2:32][N:33]([CH2:41][C:42]3[N:43]([CH3:47])[CH:44]=[CH:45][N:46]=3)[CH2:34][C:35]3[N:36]([CH3:40])[CH:37]=[CH:38][N:39]=3)[C:26]([OH:28])=[O:27])=O)C3C(=CC=CC=3)C=2C=CC=1. The catalyst is CN(C=O)C. The product is [NH2:24][C@@H:25]([CH2:29][CH2:30][CH2:31][CH2:32][N:33]([CH2:41][C:42]1[N:43]([CH3:47])[CH:44]=[CH:45][N:46]=1)[CH2:34][C:35]1[N:36]([CH3:40])[CH:37]=[CH:38][N:39]=1)[C:26]([OH:28])=[O:27]. The yield is 0.990. (6) The reactants are [CH:1]1([N:7]2[C:11]3([CH2:16][CH2:15][NH:14][CH2:13][CH2:12]3)[C:10](=[O:17])[N:9]([CH2:18][C:19]3[CH:20]=[C:21]([CH:29]=[CH:30][CH:31]=3)[C:22]([O:24][C:25]([CH3:28])([CH3:27])[CH3:26])=[O:23])[CH2:8]2)[CH2:6][CH2:5][CH2:4][CH2:3][CH2:2]1.I[CH2:33][CH2:34][CH2:35][C:36]([C:38]1[CH:43]=[CH:42][CH:41]=[CH:40][CH:39]=1)=[O:37].C(=O)([O-])[O-].[K+].[K+]. The catalyst is CN(C)C=O.C(OCC)(=O)C. The product is [CH:1]1([N:7]2[C:11]3([CH2:16][CH2:15][N:14]([CH2:33][CH2:34][CH2:35][C:36](=[O:37])[C:38]4[CH:43]=[CH:42][CH:41]=[CH:40][CH:39]=4)[CH2:13][CH2:12]3)[C:10](=[O:17])[N:9]([CH2:18][C:19]3[CH:20]=[C:21]([CH:29]=[CH:30][CH:31]=3)[C:22]([O:24][C:25]([CH3:27])([CH3:28])[CH3:26])=[O:23])[CH2:8]2)[CH2:2][CH2:3][CH2:4][CH2:5][CH2:6]1. The yield is 0.820. (7) The reactants are [CH3:1][S-:2].[Na+].[Cl:4][C:5]1[CH:10]=[C:9]([N+:11]([O-:13])=[O:12])[C:8](F)=[CH:7][C:6]=1[Cl:15]. The catalyst is CO. The product is [Cl:4][C:5]1[CH:10]=[C:9]([N+:11]([O-:13])=[O:12])[C:8]([S:2][CH3:1])=[CH:7][C:6]=1[Cl:15]. The yield is 0.990.